Dataset: Full USPTO retrosynthesis dataset with 1.9M reactions from patents (1976-2016). Task: Predict the reactants needed to synthesize the given product. (1) Given the product [CH3:1][O:2][C:3](=[O:28])[C:4]1[CH:27]=[CH:26][C:7]([C:8]2[N:17]([C:18]3[CH:23]=[CH:22][C:21]([O:24][CH3:25])=[CH:20][CH:19]=3)[C:12]3[CH:13]=[CH:14][CH:15]=[CH:16][C:11]=3[N:10]=2)=[CH:6][CH:5]=1, predict the reactants needed to synthesize it. The reactants are: [CH3:1][O:2][C:3](=[O:28])[C:4]1[CH:27]=[CH:26][C:7]([C:8]([NH:10][C:11]2[CH:16]=[CH:15][CH:14]=[CH:13][C:12]=2[NH:17][C:18]2[CH:23]=[CH:22][C:21]([O:24][CH3:25])=[CH:20][CH:19]=2)=O)=[CH:6][CH:5]=1.CCCCCCC. (2) Given the product [N+:8]([C:3]1[C:2]([C:18]2[CH:17]=[C:16]3[C:21](=[CH:20][CH:19]=2)[C:12](=[O:11])[NH:13][CH2:14][CH2:15]3)=[CH:7][CH:6]=[CH:5][N:4]=1)([O-:10])=[O:9], predict the reactants needed to synthesize it. The reactants are: Br[C:2]1[C:3]([N+:8]([O-:10])=[O:9])=[N:4][CH:5]=[CH:6][CH:7]=1.[O:11]=[C:12]1[C:21]2[C:16](=[CH:17][C:18](B(O)O)=[CH:19][CH:20]=2)[CH2:15][CH2:14][NH:13]1.C([O-])([O-])=O.[Cs+].[Cs+]. (3) Given the product [C:16]([O:20][C:21](=[O:22])[NH:23][C@H:24]([CH2:28][CH:29]([CH3:30])[CH3:31])[C:25]([NH:4][C:3]1[CH:5]=[C:6]([O:14][CH3:15])[C:7]([C:9]2[O:13][CH:12]=[N:11][CH:10]=2)=[CH:8][C:2]=1[Br:1])=[O:26])([CH3:19])([CH3:18])[CH3:17], predict the reactants needed to synthesize it. The reactants are: [Br:1][C:2]1[CH:8]=[C:7]([C:9]2[O:13][CH:12]=[N:11][CH:10]=2)[C:6]([O:14][CH3:15])=[CH:5][C:3]=1[NH2:4].[C:16]([O:20][C:21]([NH:23][C@H:24]([CH2:28][CH:29]([CH3:31])[CH3:30])[C:25](O)=[O:26])=[O:22])([CH3:19])([CH3:18])[CH3:17].O=P(Cl)(Cl)Cl. (4) The reactants are: C([C:8]([NH2:12])([OH:11])[CH2:9][CH3:10])(OC(C)(C)C)=O.[OH:13][C:14]([CH2:16][C:17]1[CH:28]=[CH:27][C:20]([C:21]2[CH:26]=[CH:25][CH:24]=[CH:23][CH:22]=2)=[CH:19][CH:18]=1)=[O:15].[ClH:29].C(OCC)(=O)C.C(OCC)C. Given the product [NH2:12][CH:8]([OH:11])[CH2:9][CH3:10].[ClH:29].[OH:15][C:14]([CH2:16][C:17]1[CH:28]=[CH:27][C:20]([C:21]2[CH:26]=[CH:25][CH:24]=[CH:23][CH:22]=2)=[CH:19][CH:18]=1)=[O:13], predict the reactants needed to synthesize it. (5) Given the product [CH:11]1[N:10]=[CH:9][CH:8]=[C:3]2[C:2]=1[C:15]1[CH:16]=[CH:17][CH:18]=[CH:19][C:14]=1[NH:13][C:4]2=[O:6], predict the reactants needed to synthesize it. The reactants are: Br[C:2]1[CH:11]=[N:10][CH:9]=[CH:8][C:3]=1[C:4]([O:6]C)=O.Cl.[NH2:13][C:14]1[CH:19]=[CH:18][CH:17]=[CH:16][C:15]=1B(O)O.C(=O)([O-])[O-].[Cs+].[Cs+].